This data is from Reaction yield outcomes from USPTO patents with 853,638 reactions. The task is: Predict the reaction yield, written as a fraction of the theoretical maximum amount of product (1.0 means a 100% yield; for example, 0.34 means a 34% yield). (1) The reactants are [Cl:1][C:2]1[CH:3]=[C:4]([NH:8][C:9]2[CH:14]=[C:13]([NH:15][CH:16]3[CH2:21][CH2:20][N:19](C(OC(C)(C)C)=O)[CH2:18][CH2:17]3)[N:12]3[N:29]=[CH:30][C:31]([CH:32]=[C:33]4[C:37](=[O:38])[NH:36][C:35](=[O:39])[NH:34]4)=[C:11]3[N:10]=2)[CH:5]=[CH:6][CH:7]=1. The catalyst is C(O)(C(F)(F)F)=O.C(Cl)Cl. The product is [Cl:1][C:2]1[CH:3]=[C:4]([NH:8][C:9]2[CH:14]=[C:13]([NH:15][CH:16]3[CH2:21][CH2:20][NH:19][CH2:18][CH2:17]3)[N:12]3[N:29]=[CH:30][C:31]([CH:32]=[C:33]4[NH:34][C:35](=[O:39])[NH:36][C:37]4=[O:38])=[C:11]3[N:10]=2)[CH:5]=[CH:6][CH:7]=1. The yield is 1.00. (2) The reactants are [CH2:1](I)[CH3:2].[CH3:4][O:5][C:6]([C@H:8]1[CH2:13][CH2:12][C@H:11]([CH2:14][N:15]2[C:19]3[CH:20]=[C:21]([OH:24])[CH:22]=[CH:23][C:18]=3[N:17]([CH3:25])[C:16]2=[O:26])[CH2:10][CH2:9]1)=[O:7].C([O-])([O-])=O.[K+].[K+]. The catalyst is CC(=O)CC. The product is [CH3:4][O:5][C:6]([C@H:8]1[CH2:9][CH2:10][C@H:11]([CH2:14][N:15]2[C:19]3[CH:20]=[C:21]([O:24][CH2:1][CH3:2])[CH:22]=[CH:23][C:18]=3[N:17]([CH3:25])[C:16]2=[O:26])[CH2:12][CH2:13]1)=[O:7]. The yield is 0.920. (3) The reactants are [NH2:1][C:2]1[CH:3]=[C:4]([C:9]2[C:17]3[C:16]([NH:18][C@H:19]([C:21]4[N:26]([C:27]5[CH:32]=[CH:31][CH:30]=[CH:29][CH:28]=5)[C:25](=[O:33])[C:24]5=[C:34]([CH3:37])[CH:35]=[CH:36][N:23]5[N:22]=4)[CH3:20])=[N:15][CH:14]=[N:13][C:12]=3[N:11]([CH2:38][O:39][CH2:40][CH2:41][Si:42]([CH3:45])([CH3:44])[CH3:43])[CH:10]=2)[CH:5]=[C:6]([OH:8])[CH:7]=1.N1C=CC=CC=1.[S:52](Cl)(=[O:55])(=[O:54])[NH2:53].O. The catalyst is O1CCCC1. The product is [OH:8][C:6]1[CH:7]=[C:2]([NH:1][S:52]([NH2:53])(=[O:55])=[O:54])[CH:3]=[C:4]([C:9]2[C:17]3[C:16]([NH:18][C@H:19]([C:21]4[N:26]([C:27]5[CH:32]=[CH:31][CH:30]=[CH:29][CH:28]=5)[C:25](=[O:33])[C:24]5=[C:34]([CH3:37])[CH:35]=[CH:36][N:23]5[N:22]=4)[CH3:20])=[N:15][CH:14]=[N:13][C:12]=3[N:11]([CH2:38][O:39][CH2:40][CH2:41][Si:42]([CH3:43])([CH3:45])[CH3:44])[CH:10]=2)[CH:5]=1. The yield is 0.660. (4) The reactants are Cl[CH2:2][CH2:3][CH2:4][NH:5][C:6]([NH:8][C:9]1[CH:10]=[N:11][CH:12]=[CH:13][C:14]=1[CH3:15])=[O:7].[H-].[Na+].C(OC(=O)C)C. The catalyst is CN(C=O)C.C1COCC1. The product is [CH3:15][C:14]1[CH:13]=[CH:12][N:11]=[CH:10][C:9]=1[N:8]1[CH2:2][CH2:3][CH2:4][NH:5][C:6]1=[O:7]. The yield is 0.965. (5) The reactants are S(Cl)([Cl:3])=O.[Br:5][C:6]1[CH:11]=[C:10]([CH:12]([C:14]2[C:19]([F:20])=[CH:18][CH:17]=[C:16]([F:21])[C:15]=2[F:22])O)[C:9]([Cl:23])=[CH:8][N:7]=1. The catalyst is ClCCl.CN(C)C=O. The product is [Br:5][C:6]1[CH:11]=[C:10]([CH:12]([Cl:3])[C:14]2[C:19]([F:20])=[CH:18][CH:17]=[C:16]([F:21])[C:15]=2[F:22])[C:9]([Cl:23])=[CH:8][N:7]=1. The yield is 0.870. (6) The catalyst is CC(C)=O. The yield is 0.990. The product is [CH3:29][C:28]1([CH3:30])[O:24][C@H:5]2[C@H:6]([N:8]3[C:12]4[N:13]=[CH:14][N:15]=[C:16]([S:17][C:18]5[CH:19]=[CH:20][CH:21]=[CH:22][CH:23]=5)[C:11]=4[CH:10]=[CH:9]3)[CH2:7][C@@H:3]([CH2:2][OH:1])[C@H:4]2[O:25]1. The reactants are [OH:1][CH2:2][C@@H:3]1[CH2:7][C@@H:6]([N:8]2[C:12]3[N:13]=[CH:14][N:15]=[C:16]([S:17][C:18]4[CH:23]=[CH:22][CH:21]=[CH:20][CH:19]=4)[C:11]=3[CH:10]=[CH:9]2)[C@H:5]([OH:24])[C@@H:4]1[OH:25].CO[C:28](OC)([CH3:30])[CH3:29].O.C1(C)C=CC(S(O)(=O)=O)=CC=1. (7) The reactants are C[O:2][C:3](=[O:34])[C@@H:4]([CH2:27][CH:28]1[CH2:33][CH2:32][CH2:31][CH2:30][CH2:29]1)[CH2:5][CH2:6][NH:7][C@@H:8]1[C@@H:17]([O:18][CH3:19])[CH2:16][C:15]2[C:10](=[CH:11][C:12]([C:20](=[O:22])[NH2:21])=[CH:13][CH:14]=2)[C:9]1([CH2:25][CH3:26])[CH2:23][CH3:24].[OH-].[Na+]. The catalyst is CO. The product is [C:20]([C:12]1[CH:11]=[C:10]2[C:15]([CH2:16][C@H:17]([O:18][CH3:19])[C@@H:8]([NH:7][CH2:6][CH2:5][C@H:4]([CH2:27][CH:28]3[CH2:29][CH2:30][CH2:31][CH2:32][CH2:33]3)[C:3]([OH:34])=[O:2])[C:9]2([CH2:23][CH3:24])[CH2:25][CH3:26])=[CH:14][CH:13]=1)(=[O:22])[NH2:21]. The yield is 0.982. (8) The reactants are [CH:1](=O)[C:2]1[CH:7]=[CH:6][N:5]=[CH:4][CH:3]=1.[NH:9]([C:11]1[N:16]=[CH:15][N:14]=[C:13]2[N:17]([C:20]3[CH:25]=[CH:24][CH:23]=[C:22]([O:26][CH3:27])[N:21]=3)[N:18]=[CH:19][C:12]=12)[NH2:10]. The catalyst is N1CCCC1.C(O)C. The product is [CH3:27][O:26][C:22]1[N:21]=[C:20]([N:17]2[C:13]3=[N:14][CH:15]=[N:16][C:11]([NH:9][N:10]=[CH:1][C:2]4[CH:7]=[CH:6][N:5]=[CH:4][CH:3]=4)=[C:12]3[CH:19]=[N:18]2)[CH:25]=[CH:24][CH:23]=1. The yield is 0.620. (9) The reactants are Br[C:2]1[S:25][C:5]2[N:6]=[CH:7][N:8]=[C:9]([N:10]3[CH2:15][CH2:14][CH:13]([CH2:16][O:17][CH2:18][CH2:19][N:20]4[CH2:24][CH2:23][CH2:22][CH2:21]4)[CH2:12][CH2:11]3)[C:4]=2[C:3]=1[C:26]1[CH:31]=[CH:30][CH:29]=[CH:28][CH:27]=1.C(=O)([O-])[O-].[Cs+].[Cs+].[C:38]([NH2:41])(=[O:40])[CH3:39].CC1(C)C2C(=C(P(C3C=CC=CC=3)C3C=CC=CC=3)C=CC=2)OC2C(P(C3C=CC=CC=3)C3C=CC=CC=3)=CC=CC1=2. The catalyst is [Pd].[Pd].C(=CC(C=CC1C=CC=CC=1)=O)C1C=CC=CC=1.C(=CC(C=CC1C=CC=CC=1)=O)C1C=CC=CC=1.C(=CC(C=CC1C=CC=CC=1)=O)C1C=CC=CC=1.O1CCOCC1.C(#N)C. The product is [C:26]1([C:3]2[C:4]3[C:9]([N:10]4[CH2:15][CH2:14][CH:13]([CH2:16][O:17][CH2:18][CH2:19][N:20]5[CH2:24][CH2:23][CH2:22][CH2:21]5)[CH2:12][CH2:11]4)=[N:8][CH:7]=[N:6][C:5]=3[S:25][C:2]=2[NH:41][C:38](=[O:40])[CH3:39])[CH:31]=[CH:30][CH:29]=[CH:28][CH:27]=1. The yield is 0.170.